Dataset: Catalyst prediction with 721,799 reactions and 888 catalyst types from USPTO. Task: Predict which catalyst facilitates the given reaction. (1) Reactant: [OH:1][CH:2]1[CH2:5][N:4]([C:6]2[S:7][CH:8]=[C:9]([C:11](=[O:17])[NH:12][C@@H:13]([CH3:16])[CH2:14][OH:15])[N:10]=2)[CH2:3]1.[Si:18](Cl)([C:21]([CH3:24])([CH3:23])[CH3:22])([CH3:20])[CH3:19].N1C=CN=C1. Product: [Si:18]([O:15][CH2:14][C@@H:13]([NH:12][C:11]([C:9]1[N:10]=[C:6]([N:4]2[CH2:5][CH:2]([OH:1])[CH2:3]2)[S:7][CH:8]=1)=[O:17])[CH3:16])([C:21]([CH3:24])([CH3:23])[CH3:22])([CH3:20])[CH3:19]. The catalyst class is: 9. (2) Reactant: CS(O[CH2:6][C:7]1[C:12]([Cl:13])=[CH:11][CH:10]=[C:9]([NH:14][C:15](=[O:17])[CH3:16])[C:8]=1[F:18])(=O)=O.[C-:19]#[N:20].[Na+].O. Product: [Cl:13][C:12]1[CH:11]=[CH:10][C:9]([NH:14][C:15](=[O:17])[CH3:16])=[C:8]([F:18])[C:7]=1[CH2:6][C:19]#[N:20]. The catalyst class is: 16. (3) Reactant: [F:1][C:2]([F:17])([F:16])[C:3]1[CH:4]=[C:5]([CH:9]=[C:10]([C:12]([F:15])([F:14])[F:13])[CH:11]=1)[C:6](Cl)=[O:7].C(N(CC)CC)C.[CH:25]([O:28][C:29]([N:31]1[CH2:37][CH2:36][CH2:35][CH:34]([NH:38][C:39]2[CH:40]=[N:41][CH:42]=[CH:43][CH:44]=2)[C:33]2[CH:45]=[C:46]([CH3:53])[C:47]([C:49]([F:52])([F:51])[F:50])=[CH:48][C:32]1=2)=[O:30])([CH3:27])[CH3:26]. Product: [CH:25]([O:28][C:29]([N:31]1[CH2:37][CH2:36][CH2:35][CH:34]([N:38]([C:6](=[O:7])[C:5]2[CH:4]=[C:3]([C:2]([F:17])([F:16])[F:1])[CH:11]=[C:10]([C:12]([F:15])([F:14])[F:13])[CH:9]=2)[C:39]2[CH:40]=[N:41][CH:42]=[CH:43][CH:44]=2)[C:33]2[CH:45]=[C:46]([CH3:53])[C:47]([C:49]([F:51])([F:52])[F:50])=[CH:48][C:32]1=2)=[O:30])([CH3:27])[CH3:26]. The catalyst class is: 373. (4) Reactant: [Cl:1][C:2]1[CH:8]=[CH:7][C:5]([NH2:6])=[C:4]([N+:9]([O-:11])=[O:10])[CH:3]=1.[Br:12][CH2:13][CH2:14][C:15](Cl)=[O:16]. Product: [Br:12][CH2:13][CH2:14][C:15]([NH:6][C:5]1[CH:7]=[CH:8][C:2]([Cl:1])=[CH:3][C:4]=1[N+:9]([O-:11])=[O:10])=[O:16]. The catalyst class is: 48. (5) Reactant: [C:1]([C:3]1[C:4]([O:30][CH:31]([CH3:33])[CH3:32])=[CH:5][C:6]([NH:9][C:10]([N:12]2[C:21]3[C:16](=[CH:17][C:18]([CH2:27][NH:28][CH3:29])=[C:19]([CH:22]([O:25][CH3:26])[O:23][CH3:24])[N:20]=3)[CH2:15][CH2:14][CH2:13]2)=[O:11])=[N:7][CH:8]=1)#[N:2].CCN(CC)CC.[CH3:41][N:42]([CH3:47])[CH2:43][C:44](Cl)=[O:45]. Product: [C:1]([C:3]1[C:4]([O:30][CH:31]([CH3:33])[CH3:32])=[CH:5][C:6]([NH:9][C:10]([N:12]2[C:21]3[C:16](=[CH:17][C:18]([CH2:27][N:28]([CH3:29])[C:44](=[O:45])[CH2:43][N:42]([CH3:47])[CH3:41])=[C:19]([CH:22]([O:25][CH3:26])[O:23][CH3:24])[N:20]=3)[CH2:15][CH2:14][CH2:13]2)=[O:11])=[N:7][CH:8]=1)#[N:2]. The catalyst class is: 326.